Dataset: M1 muscarinic receptor agonist screen with 61,833 compounds. Task: Binary Classification. Given a drug SMILES string, predict its activity (active/inactive) in a high-throughput screening assay against a specified biological target. (1) The molecule is O=c1n(n(c(c1N\C=C\C(=O)c1cc(OC)c(OC)cc1)C)C)c1ccccc1. The result is 0 (inactive). (2) The drug is S(CCN1CCOCC1)c1nc2[nH]c3c(c2nn1)cccc3. The result is 0 (inactive). (3) The compound is O=C1C2CC(CC1CCC2)C(=O)Nc1nc(NC(=O)C2CC3CCCC(C2)C3=O)ccc1. The result is 0 (inactive).